This data is from Peptide-MHC class II binding affinity with 134,281 pairs from IEDB. The task is: Regression. Given a peptide amino acid sequence and an MHC pseudo amino acid sequence, predict their binding affinity value. This is MHC class II binding data. (1) The peptide sequence is ISGDLKTQIDQVEST. The MHC is DRB1_1101 with pseudo-sequence DRB1_1101. The binding affinity (normalized) is 0.172. (2) The peptide sequence is YDKFLNNVSTVLTGK. The MHC is DRB1_0701 with pseudo-sequence DRB1_0701. The binding affinity (normalized) is 0.615. (3) The peptide sequence is NALSVLDKIYTSPLC. The MHC is HLA-DQA10104-DQB10503 with pseudo-sequence HLA-DQA10104-DQB10503. The binding affinity (normalized) is 0.199. (4) The peptide sequence is QHGSEEWEPLTKKGN. The MHC is DRB1_0802 with pseudo-sequence DRB1_0802. The binding affinity (normalized) is 0.435. (5) The peptide sequence is WIEKEGPEYW. The binding affinity (normalized) is 0.339. The MHC is HLA-DQA10501-DQB10201 with pseudo-sequence HLA-DQA10501-DQB10201. (6) The binding affinity (normalized) is 0.449. The peptide sequence is WIAQEGPEYW. The MHC is HLA-DQA10501-DQB10201 with pseudo-sequence HLA-DQA10501-DQB10201.